Dataset: NCI-60 drug combinations with 297,098 pairs across 59 cell lines. Task: Regression. Given two drug SMILES strings and cell line genomic features, predict the synergy score measuring deviation from expected non-interaction effect. (1) Drug 1: CC1=C(C=C(C=C1)C(=O)NC2=CC(=CC(=C2)C(F)(F)F)N3C=C(N=C3)C)NC4=NC=CC(=N4)C5=CN=CC=C5. Drug 2: CC1=C2C(C(=O)C3(C(CC4C(C3C(C(C2(C)C)(CC1OC(=O)C(C(C5=CC=CC=C5)NC(=O)OC(C)(C)C)O)O)OC(=O)C6=CC=CC=C6)(CO4)OC(=O)C)O)C)O. Cell line: MALME-3M. Synergy scores: CSS=-3.78, Synergy_ZIP=8.52, Synergy_Bliss=13.4, Synergy_Loewe=-4.81, Synergy_HSA=-6.90. (2) Drug 1: CC1=C(C=C(C=C1)NC(=O)C2=CC=C(C=C2)CN3CCN(CC3)C)NC4=NC=CC(=N4)C5=CN=CC=C5. Drug 2: CC1=C2C(C(=O)C3(C(CC4C(C3C(C(C2(C)C)(CC1OC(=O)C(C(C5=CC=CC=C5)NC(=O)OC(C)(C)C)O)O)OC(=O)C6=CC=CC=C6)(CO4)OC(=O)C)O)C)O. Cell line: HS 578T. Synergy scores: CSS=22.0, Synergy_ZIP=11.8, Synergy_Bliss=15.8, Synergy_Loewe=17.2, Synergy_HSA=15.6. (3) Drug 1: CC1=C(C=C(C=C1)NC(=O)C2=CC=C(C=C2)CN3CCN(CC3)C)NC4=NC=CC(=N4)C5=CN=CC=C5. Drug 2: CCN(CC)CCCC(C)NC1=C2C=C(C=CC2=NC3=C1C=CC(=C3)Cl)OC. Cell line: U251. Synergy scores: CSS=22.4, Synergy_ZIP=-5.62, Synergy_Bliss=-1.09, Synergy_Loewe=-11.6, Synergy_HSA=1.51. (4) Drug 1: CCC1(CC2CC(C3=C(CCN(C2)C1)C4=CC=CC=C4N3)(C5=C(C=C6C(=C5)C78CCN9C7C(C=CC9)(C(C(C8N6C)(C(=O)OC)O)OC(=O)C)CC)OC)C(=O)OC)O.OS(=O)(=O)O. Drug 2: N.N.Cl[Pt+2]Cl. Cell line: DU-145. Synergy scores: CSS=52.8, Synergy_ZIP=-3.11, Synergy_Bliss=-5.92, Synergy_Loewe=-3.13, Synergy_HSA=-0.939.